Dataset: Catalyst prediction with 721,799 reactions and 888 catalyst types from USPTO. Task: Predict which catalyst facilitates the given reaction. (1) Reactant: [CH3:1][C:2]1([CH3:16])[CH2:14][C:13](=[O:15])[C:12]2[C:11]3[C:6](=[CH:7][CH:8]=[CH:9][CH:10]=3)[NH:5][C:4]=2[CH2:3]1.Br[CH2:18][C:19]1[CH:28]=[CH:27][C:22]([C:23]([O:25][CH3:26])=[O:24])=[CH:21][CH:20]=1.[H-].[Na+]. Product: [CH3:1][C:2]1([CH3:16])[CH2:14][C:13](=[O:15])[C:12]2[C:11]3[C:6](=[CH:7][CH:8]=[CH:9][CH:10]=3)[N:5]([CH2:18][C:19]3[CH:28]=[CH:27][C:22]([C:23]([O:25][CH3:26])=[O:24])=[CH:21][CH:20]=3)[C:4]=2[CH2:3]1. The catalyst class is: 3. (2) Reactant: [C:1]([O:4][C@H:5]1[C@H:11]([O:12][C:13](=[O:15])[CH3:14])[C@@H:10]([O:16][C:17](=[O:19])[CH3:18])[C@:9]2([C:21]3[CH:26]=[CH:25][C:24]([Cl:27])=[C:23]([CH2:28][C:29]4[CH:34]=[CH:33][C:32]([O:35]C5C(=O)CCC=5)=[CH:31][CH:30]=4)[CH:22]=3)[O:20][C@@:6]1([CH2:42][O:43][C:44](=[O:46])[CH3:45])[CH2:7][O:8]2)(=[O:3])[CH3:2].[N:47]1[CH:52]=[CH:51][CH:50]=[CH:49][CH:48]=1.[CH2:53]([OH:55])C. Product: [C:1]([O:4][C@H:5]1[C@H:11]([O:12][C:13](=[O:15])[CH3:14])[C@@H:10]([O:16][C:17](=[O:19])[CH3:18])[C@:9]2([C:21]3[CH:26]=[CH:25][C:24]([Cl:27])=[C:23]([CH2:28][C:29]4[CH:30]=[CH:31][C:32]([O:35][C:48]5[C:52](=[N:47][O:55][CH3:53])[CH2:51][CH2:50][CH:49]=5)=[CH:33][CH:34]=4)[CH:22]=3)[O:20][C@@:6]1([CH2:42][O:43][C:44](=[O:46])[CH3:45])[CH2:7][O:8]2)(=[O:3])[CH3:2]. The catalyst class is: 413. (3) Reactant: [CH3:1][C:2]([OH:17])([CH3:16])[CH2:3][O:4][C:5]1([CH3:15])[CH2:14][CH2:13][C:8]2(OCC[O:9]2)[CH2:7][CH2:6]1.Cl.CC(C)=O. Product: [OH:17][C:2]([CH3:16])([CH3:1])[CH2:3][O:4][C:5]1([CH3:15])[CH2:14][CH2:13][C:8](=[O:9])[CH2:7][CH2:6]1. The catalyst class is: 6. (4) Reactant: [Cl:1][C:2]1[CH:3]=[C:4]([NH:16][C:17](=[O:32])[C:18]#[C:19][C:20]2[CH:25]=[CH:24][C:23]([C:26]3[CH:31]=[CH:30][CH:29]=[CH:28][CH:27]=3)=[CH:22][CH:21]=2)[CH:5]=[CH:6][C:7]=1[O:8][CH2:9][CH2:10][N:11]([CH2:14][CH3:15])[CH2:12][CH3:13].N1CCCCC1.C([OH:41])C. Product: [C:23]1([C:26]2[CH:27]=[CH:28][CH:29]=[CH:30][CH:31]=2)[CH:22]=[CH:21][C:20]([C:19](=[O:41])[CH2:18][C:17]([NH:16][C:4]2[CH:5]=[CH:6][C:7]([O:8][CH2:9][CH2:10][N:11]([CH2:12][CH3:13])[CH2:14][CH3:15])=[C:2]([Cl:1])[CH:3]=2)=[O:32])=[CH:25][CH:24]=1. The catalyst class is: 28. (5) Product: [Br:1][C:2]1[CH:7]=[CH:6][C:5]([C:8]2[CH2:9][C:10]([C:15]3[CH:20]=[C:19]([Cl:21])[CH:18]=[C:17]([Cl:22])[CH:16]=3)([C:11]([F:14])([F:13])[F:12])[O:27][N:26]=2)=[C:4]([CH3:24])[CH:3]=1. The catalyst class is: 17. Reactant: [Br:1][C:2]1[CH:7]=[CH:6][C:5]([C:8](=O)[CH:9]=[C:10]([C:15]2[CH:20]=[C:19]([Cl:21])[CH:18]=[C:17]([Cl:22])[CH:16]=2)[C:11]([F:14])([F:13])[F:12])=[C:4]([CH3:24])[CH:3]=1.Cl.[NH2:26][OH:27]. (6) Reactant: [CH3:1][O:2][CH2:3][O:4][CH2:5][C:6]1([CH2:20][O:21][CH2:22][O:23][CH3:24])[C:11](=[O:12])[CH2:10][CH2:9][N:8]([C:13]([O:15][C:16]([CH3:19])([CH3:18])[CH3:17])=[O:14])[CH2:7]1.C[Si]([N-][Si](C)(C)C)(C)C.[Na+].[F:35][C:36]([F:55])([F:54])[S:37](N(C1C=CC=CC=1)[S:37]([C:36]([F:55])([F:54])[F:35])(=[O:39])=[O:38])(=[O:39])=[O:38]. Product: [CH3:1][O:2][CH2:3][O:4][CH2:5][C:6]1([CH2:20][O:21][CH2:22][O:23][CH3:24])[CH2:7][N:8]([C:13]([O:15][C:16]([CH3:19])([CH3:18])[CH3:17])=[O:14])[CH2:9][CH:10]=[C:11]1[O:12][S:37]([C:36]([F:55])([F:54])[F:35])(=[O:39])=[O:38]. The catalyst class is: 7.